From a dataset of Catalyst prediction with 721,799 reactions and 888 catalyst types from USPTO. Predict which catalyst facilitates the given reaction. (1) Reactant: [CH2:1]([O:8][C:9]1[CH:10]=[CH:11][C:12]([SH:16])=[C:13](O)[CH:14]=1)[C:2]1[CH:7]=[CH:6][CH:5]=[CH:4][CH:3]=1.[C:17]([O-:20])([O-])=O.[K+].[K+].[CH3:23]I. Product: [CH2:1]([O:8][C:9]1[CH:10]=[CH:11][C:12]([S:16][CH3:23])=[C:13]([O:20][CH3:17])[CH:14]=1)[C:2]1[CH:7]=[CH:6][CH:5]=[CH:4][CH:3]=1. The catalyst class is: 3. (2) Reactant: [Na+:1].[OH:2][C:3]1[CH:8]=[CH:7][C:6]([S:9]([O-:12])(=[O:11])=[O:10])=[CH:5][CH:4]=1.[H-].[Na+].Br[CH2:16][CH:17]1[CH2:19][CH2:18]1. Product: [Na+:1].[CH:17]1([CH2:16][O:2][C:3]2[CH:8]=[CH:7][C:6]([S:9]([O-:12])(=[O:10])=[O:11])=[CH:5][CH:4]=2)[CH2:19][CH2:18]1. The catalyst class is: 589.